Dataset: Forward reaction prediction with 1.9M reactions from USPTO patents (1976-2016). Task: Predict the product of the given reaction. Given the reactants [O:1]=[C:2]1[N:8]([CH:9]([CH2:13][CH2:14][CH3:15])[CH2:10][CH2:11][CH3:12])[CH2:7][CH2:6][CH2:5][N:4]2[C:16]([C:19]([OH:21])=O)=[CH:17][CH:18]=[C:3]12.Cl.[NH2:23][C@@H:24]([CH2:40][C:41]1[CH:46]=[CH:45][CH:44]=[CH:43][CH:42]=1)[C@H:25]([OH:39])[CH2:26][NH:27][CH2:28][C:29]1[CH:34]=[CH:33][CH:32]=[C:31]([C:35]([F:38])([F:37])[F:36])[CH:30]=1.OC1C2N=NNC=2C=CC=1.Cl.CN(C)CCCN=C=NCC.C(N(CC)C(C)C)(C)C, predict the reaction product. The product is: [CH2:40]([C@H:24]([NH:23][C:19]([C:16]1[N:4]2[CH2:5][CH2:6][CH2:7][N:8]([CH:9]([CH2:10][CH2:11][CH3:12])[CH2:13][CH2:14][CH3:15])[C:2](=[O:1])[C:3]2=[CH:18][CH:17]=1)=[O:21])[C@H:25]([OH:39])[CH2:26][NH:27][CH2:28][C:29]1[CH:34]=[CH:33][CH:32]=[C:31]([C:35]([F:36])([F:37])[F:38])[CH:30]=1)[C:41]1[CH:46]=[CH:45][CH:44]=[CH:43][CH:42]=1.